Dataset: Forward reaction prediction with 1.9M reactions from USPTO patents (1976-2016). Task: Predict the product of the given reaction. (1) Given the reactants Br[C:2]1[S:3][CH:4]=[C:5]([C:7]([O:9][CH2:10][CH3:11])=[O:8])[CH:6]=1.[C:12]([C:16]1[CH:17]=[C:18](B(O)O)[CH:19]=[CH:20][C:21]=1[O:22][CH3:23])([CH3:15])([CH3:14])[CH3:13].C(=O)([O-])[O-].[Na+].[Na+], predict the reaction product. The product is: [C:12]([C:16]1[CH:17]=[C:18]([C:2]2[S:3][CH:4]=[C:5]([C:7]([O:9][CH2:10][CH3:11])=[O:8])[CH:6]=2)[CH:19]=[CH:20][C:21]=1[O:22][CH3:23])([CH3:15])([CH3:13])[CH3:14]. (2) The product is: [Cl:1][CH2:2][CH2:3][CH2:4][N:5]1[C:9]2[CH:10]=[CH:11][CH:12]=[CH:13][C:8]=2[N:7]([CH2:17][OH:19])[C:6]1=[O:14]. Given the reactants [Cl:1][CH2:2][CH2:3][CH2:4][N:5]1[C:9]2[CH:10]=[CH:11][CH:12]=[CH:13][C:8]=2[NH:7][C:6]1=[O:14].C=O.[C:17]([O-])(=[O:19])C.[Na+], predict the reaction product. (3) Given the reactants [OH-].[Na+].[N:3]1[CH:8]=[CH:7][CH:6]=[CH:5][C:4]=1[C:9]#[C:10][C:11]1[CH:12]=[C:13]([CH:18]=[CH:19][C:20]=1[C:21]([F:24])([F:23])[F:22])[C:14]([O:16]C)=[O:15].Cl.[Cl-].[Na+], predict the reaction product. The product is: [N:3]1[CH:8]=[CH:7][CH:6]=[CH:5][C:4]=1[C:9]#[C:10][C:11]1[CH:12]=[C:13]([CH:18]=[CH:19][C:20]=1[C:21]([F:22])([F:23])[F:24])[C:14]([OH:16])=[O:15]. (4) Given the reactants [CH3:1][NH:2][CH2:3][CH2:4][N:5]1[C:11]2[CH:12]=[CH:13][CH:14]=[CH:15][C:10]=2[CH2:9][O:8][C:7]2[CH:16]=[CH:17][CH:18]=[CH:19][C:6]1=2.S(O[CH2:25][CH2:26][C:27]1[CH:32]=[CH:31][CH:30]=[C:29]([O:33][CH3:34])[CH:28]=1)(=O)(=O)C.C(=O)([O-])[O-].[Na+].[Na+].[I-].[Na+], predict the reaction product. The product is: [CH3:34][O:33][C:29]1[CH:28]=[C:27]([CH:32]=[CH:31][CH:30]=1)[CH2:26][CH2:25][N:2]([CH2:3][CH2:4][N:5]1[C:11]2[CH:12]=[CH:13][CH:14]=[CH:15][C:10]=2[CH2:9][O:8][C:7]2[CH:16]=[CH:17][CH:18]=[CH:19][C:6]1=2)[CH3:1].